From a dataset of Forward reaction prediction with 1.9M reactions from USPTO patents (1976-2016). Predict the product of the given reaction. Given the reactants [C:1]([NH:4][C:5]1[C:6](I)=[C:7]2[C:12](=[CH:13][CH:14]=1)[CH2:11][N:10]([C:15]([O:17][C:18]([CH3:21])([CH3:20])[CH3:19])=[O:16])[CH2:9][CH2:8]2)(=[O:3])[CH3:2].[C:23]([NH:26][C:27]1[CH:28]=[C:29]2[C:34](=[CH:35][C:36]=1I)[CH2:33][N:32]([C:38]([O:40][C:41]([CH3:44])([CH3:43])[CH3:42])=[O:39])[CH2:31][CH2:30]2)(=[O:25])[CH3:24].C([Sn](CCCC)(CCCC)[C:50]1[S:51][C:52]2[CH:58]=[CH:57][CH:56]=[CH:55][C:53]=2[N:54]=1)CCC, predict the reaction product. The product is: [C:1]([NH:4][C:5]1[C:6]([C:50]2[S:51][C:52]3[CH:58]=[CH:57][CH:56]=[CH:55][C:53]=3[N:54]=2)=[C:7]2[C:12](=[CH:13][CH:14]=1)[CH2:11][N:10]([C:15]([O:17][C:18]([CH3:21])([CH3:20])[CH3:19])=[O:16])[CH2:9][CH2:8]2)(=[O:3])[CH3:2].[C:23]([NH:26][C:27]1[CH:28]=[C:29]2[C:34](=[CH:35][C:36]=1[C:50]1[S:51][C:52]3[CH:58]=[CH:57][CH:56]=[CH:55][C:53]=3[N:54]=1)[CH2:33][N:32]([C:38]([O:40][C:41]([CH3:44])([CH3:43])[CH3:42])=[O:39])[CH2:31][CH2:30]2)(=[O:25])[CH3:24].